Dataset: Forward reaction prediction with 1.9M reactions from USPTO patents (1976-2016). Task: Predict the product of the given reaction. (1) The product is: [CH3:1][N:2]([CH2:3][C:4]1[N:5]=[C:6]([NH:9][C:10](=[O:16])[O:11][C:12]([CH3:13])([CH3:15])[CH3:14])[S:7][CH:8]=1)[C:24]([C:19]1[C:18]([CH3:17])=[N:23][CH:22]=[CH:21][N:20]=1)=[O:25]. Given the reactants [CH3:1][NH:2][CH2:3][C:4]1[N:5]=[C:6]([NH:9][C:10](=[O:16])[O:11][C:12]([CH3:15])([CH3:14])[CH3:13])[S:7][CH:8]=1.[CH3:17][C:18]1[C:19]([C:24](O)=[O:25])=[N:20][CH:21]=[CH:22][N:23]=1.C1CCC(N=C=NC2CCCCC2)CC1, predict the reaction product. (2) Given the reactants [CH3:1][O:2][C:3]1[CH:4]=[C:5]([CH:8]=[CH:9][C:10]=1[CH3:11])[CH:6]=O.[C:12]([CH:16]=P(C1C=CC=CC=1)(C1C=CC=CC=1)C1C=CC=CC=1)([O:14][CH3:15])=[O:13], predict the reaction product. The product is: [CH3:15][O:14][C:12](=[O:13])[CH:16]=[CH:6][C:5]1[CH:8]=[CH:9][C:10]([CH3:11])=[C:3]([O:2][CH3:1])[CH:4]=1. (3) Given the reactants O=[C:2]1[C:14]2[C:13]3[C:12]([C:15]([O:17]C)=O)=[CH:11][CH:10]=[CH:9][C:8]=3[NH:7][C:6]=2[CH2:5][CH2:4][CH2:3]1.C(O)(=O)C.O.[NH2:24][NH2:25], predict the reaction product. The product is: [CH2:5]1[C:6]2[NH:7][C:8]3[CH:9]=[CH:10][CH:11]=[C:12]4[C:15](=[O:17])[NH:24][N:25]=[C:2]([C:14]=2[C:13]=34)[CH2:3][CH2:4]1. (4) Given the reactants CN1CCN(C)[C:4]2[CH:9]=NC=[CH:12][C:3]1=2.[C:13]([N:16]1[CH2:21][CH2:20][N:19]([C:22](=O)[CH3:23])[C:18]2[CH:25]=[CH:26][N:27]=[CH:28][C:17]1=2)(=O)[CH3:14], predict the reaction product. The product is: [CH2:22]([N:19]1[CH:20]2[CH:21]([CH2:12][CH2:3][CH2:4][CH2:9]2)[N:16]([CH2:13][CH3:14])[C:17]2[CH:28]=[N:27][CH:26]=[CH:25][C:18]1=2)[CH3:23]. (5) The product is: [Cl:1][C:2]1[CH:11]=[C:10]2[C:5](=[CH:4][CH:3]=1)[CH2:6][CH2:7][CH:8]=[C:9]2[CH3:13]. Given the reactants [Cl:1][C:2]1[CH:11]=[C:10]2[C:5]([CH2:6][CH2:7][CH2:8][C:9]2=O)=[CH:4][CH:3]=1.[CH3:13][Mg]I, predict the reaction product. (6) Given the reactants F[C:2]1[C:7]([NH:8][C:9]([C:11]2[CH:12]=[C:13]3[CH:19]=[CH:18][N:17]([CH3:20])[C:14]3=[N:15][CH:16]=2)=O)=[CH:6][CH:5]=[C:4]([F:21])[N:3]=1.COC1C=CC(P2(SP(C3C=CC(OC)=CC=3)(=S)S2)=[S:31])=CC=1, predict the reaction product. The product is: [F:21][C:4]1[N:3]=[C:2]2[S:31][C:9]([C:11]3[CH:12]=[C:13]4[CH:19]=[CH:18][N:17]([CH3:20])[C:14]4=[N:15][CH:16]=3)=[N:8][C:7]2=[CH:6][CH:5]=1. (7) The product is: [F:21][C:2]([F:1])([F:20])[C:3]([C:5]1[S:9][C:8]([C:10]2[CH:19]=[CH:18][C:17]3[C:12](=[CH:13][CH:14]=[CH:15][CH:16]=3)[CH:11]=2)=[N:7][CH:6]=1)=[O:4]. Given the reactants [F:1][C:2]([F:21])([F:20])[CH:3]([C:5]1[S:9][C:8]([C:10]2[CH:19]=[CH:18][C:17]3[C:12](=[CH:13][CH:14]=[CH:15][CH:16]=3)[CH:11]=2)=[N:7][CH:6]=1)[OH:4].CC(OI1(OC(C)=O)(OC(C)=O)OC(=O)C2C=CC=CC1=2)=O.S([O-])([O-])(=O)=S.[Na+].[Na+], predict the reaction product.